Dataset: Catalyst prediction with 721,799 reactions and 888 catalyst types from USPTO. Task: Predict which catalyst facilitates the given reaction. (1) Reactant: [Cl:1][C:2]1[CH:7]=[CH:6][C:5]([N+:8]([O-:10])=[O:9])=[C:4](F)[CH:3]=1.[F:12][C:13]1[CH:14]=[C:15]([CH:17]=[C:18]([F:20])[CH:19]=1)[NH2:16].CC(C)([O-])C.[K+].O. Product: [Cl:1][C:2]1[CH:7]=[CH:6][C:5]([N+:8]([O-:10])=[O:9])=[C:4]([CH:3]=1)[NH:16][C:15]1[CH:14]=[C:13]([F:12])[CH:19]=[C:18]([F:20])[CH:17]=1. The catalyst class is: 3. (2) Reactant: [NH:1]1[C:9]2[C:4](=[CH:5][CH:6]=[C:7]([CH:10]=O)[CH:8]=2)[CH:3]=[CH:2]1.[CH3:12][O:13][C:14]([CH:16]=P(C1C=CC=CC=1)(C1C=CC=CC=1)C1C=CC=CC=1)=[O:15]. Product: [NH:1]1[C:9]2[C:4](=[CH:5][CH:6]=[C:7](/[CH:10]=[CH:16]/[C:14]([O:13][CH3:12])=[O:15])[CH:8]=2)[CH:3]=[CH:2]1. The catalyst class is: 7. (3) Reactant: [Br:1][C:2]1[CH:7]=[CH:6][N:5]=[C:4]2[N:8]([S:13]([C:16]3[CH:21]=[CH:20][CH:19]=[CH:18][CH:17]=3)(=[O:15])=[O:14])[C:9]([CH2:11][OH:12])=[CH:10][C:3]=12.[CH3:22][S:23](O[S:23]([CH3:22])(=[O:25])=[O:24])(=[O:25])=[O:24]. Product: [CH3:22][S:23]([O:12][CH2:11][C:9]1[N:8]([S:13]([C:16]2[CH:17]=[CH:18][CH:19]=[CH:20][CH:21]=2)(=[O:15])=[O:14])[C:4]2=[N:5][CH:6]=[CH:7][C:2]([Br:1])=[C:3]2[CH:10]=1)(=[O:25])=[O:24]. The catalyst class is: 2. (4) Reactant: Cl.[NH2:2][CH2:3][CH2:4][NH:5][C:6]([C:8]1[CH:25]=[CH:24][C:11]([O:12][C@@H:13]2[CH2:18][CH2:17][C@H:16]([C:19]([O:21][CH2:22][CH3:23])=[O:20])[CH2:15][CH2:14]2)=[CH:10][CH:9]=1)=[O:7].C(N(CC)CC)C.[C:33]([N:40]1[CH:44]=[CH:43]N=[CH:41]1)(N1C=CN=C1)=[O:34].[C:45]1([CH:51]2CCNC[CH2:52]2)[CH:50]=[CH:49][CH:48]=[CH:47][CH:46]=1. Product: [C:45]1([CH:51]2[CH2:52][CH2:41][N:40]([C:33]([NH:2][CH2:3][CH2:4][NH:5][C:6]([C:8]3[CH:25]=[CH:24][C:11]([O:12][C@@H:13]4[CH2:14][CH2:15][C@H:16]([C:19]([O:21][CH2:22][CH3:23])=[O:20])[CH2:17][CH2:18]4)=[CH:10][CH:9]=3)=[O:7])=[O:34])[CH2:44][CH2:43]2)[CH:50]=[CH:49][CH:48]=[CH:47][CH:46]=1. The catalyst class is: 232. (5) The catalyst class is: 162. Reactant: [C:1]([C:4]1[CH:9]=[CH:8][CH:7]=[CH:6][CH:5]=1)(=[O:3])[CH3:2].[C:10]1([CH3:18])[CH:15]=[CH:14][C:13]([CH:16]=O)=[CH:12][CH:11]=1.[OH-].[Na+]. Product: [CH3:18][C:10]1[CH:15]=[CH:14][C:13](/[CH:16]=[CH:2]/[C:1]([C:4]2[CH:9]=[CH:8][CH:7]=[CH:6][CH:5]=2)=[O:3])=[CH:12][CH:11]=1. (6) Reactant: [NH2:1][C:2]1[CH:3]=[C:4]([N:8]2[C:12]3=[N:13][CH:14]=[N:15][C:16]([NH2:17])=[C:11]3[CH:10]=[N:9]2)[CH:5]=[CH:6][CH:7]=1.[S:18]1[CH:22]=[CH:21][CH:20]=[C:19]1[C:23](O)=[O:24].Cl.CN(C)CCCN=C=NCC.ON1C2C=CC=CC=2N=N1. Product: [NH2:17][C:16]1[N:15]=[CH:14][N:13]=[C:12]2[N:8]([C:4]3[CH:3]=[C:2]([NH:1][C:23]([C:19]4[S:18][CH:22]=[CH:21][CH:20]=4)=[O:24])[CH:7]=[CH:6][CH:5]=3)[N:9]=[CH:10][C:11]=12. The catalyst class is: 121. (7) Reactant: [CH3:1][O:2][C:3]1[C:8]([CH2:9][NH2:10])=[CH:7][CH:6]=[C:5]([C:11]([F:14])([F:13])[F:12])[N:4]=1.C1N=CN([C:20](N2C=NC=C2)=[O:21])C=1.[NH2:27][C:28]1[C:33]2[O:34][CH2:35][C:36](=[O:38])[NH:37][C:32]=2[CH:31]=[CH:30][CH:29]=1. Product: [CH3:1][O:2][C:3]1[C:8]([CH2:9][NH:10][C:20]([NH:27][C:28]2[C:33]3[O:34][CH2:35][C:36](=[O:38])[NH:37][C:32]=3[CH:31]=[CH:30][CH:29]=2)=[O:21])=[CH:7][CH:6]=[C:5]([C:11]([F:14])([F:12])[F:13])[N:4]=1. The catalyst class is: 118. (8) Reactant: [CH3:1][N:2]1[CH:7]([CH2:8][CH2:9][C:10]2[CH:15]=[CH:14][CH:13]=[CH:12][CH:11]=2)[CH:6]=[C:5]([CH3:16])[CH2:4][CH2:3]1.CN1CC=C(C)CC1CCC1C=CC=CC=1.[OH-].[Na+]. Product: [CH3:16][C:5]12[CH2:6][CH:7]([N:2]([CH3:1])[CH2:3][CH2:4]1)[CH2:8][CH2:9][C:10]1[C:11]2=[CH:12][CH:13]=[CH:14][CH:15]=1. The catalyst class is: 6. (9) Reactant: [CH2:1]([CH:3]([CH2:6][CH2:7][CH2:8][CH3:9])[CH2:4][NH2:5])[CH3:2].[H-].[Na+].Br[CH2:13][CH2:14][C:15]1[CH:20]=[CH:19][CH:18]=[CH:17][CH:16]=1.O. Product: [CH2:1]([CH:3]([CH2:6][CH2:7][CH2:8][CH3:9])[CH2:4][NH:5][CH2:13][CH2:14][C:15]1[CH:20]=[CH:19][CH:18]=[CH:17][CH:16]=1)[CH3:2]. The catalyst class is: 1. (10) Reactant: [CH3:1][N:2]1[CH2:11][CH:10]2[N:4]([N:5]=[C:6]([C:19]3[CH:24]=[CH:23][C:22]([N+:25]([O-])=O)=[CH:21][CH:20]=3)[C:7]3[CH:15]=[C:14]4[O:16][CH2:17][O:18][C:13]4=[CH:12][C:8]=3[CH2:9]2)[C:3]1=[O:28].O.NN.C(O)C. Product: [NH2:25][C:22]1[CH:21]=[CH:20][C:19]([C:6]2[C:7]3[CH:15]=[C:14]4[O:16][CH2:17][O:18][C:13]4=[CH:12][C:8]=3[CH2:9][CH:10]3[CH2:11][N:2]([CH3:1])[C:3](=[O:28])[N:4]3[N:5]=2)=[CH:24][CH:23]=1. The catalyst class is: 94.